Dataset: Full USPTO retrosynthesis dataset with 1.9M reactions from patents (1976-2016). Task: Predict the reactants needed to synthesize the given product. (1) Given the product [C:1]([O:4][C@@H:5]1[C@@H:10]([O:11][C:12](=[O:14])[CH3:13])[CH2:9][C@@H:8]([C:15]2[CH:20]=[CH:19][N:18]=[CH:17][C:16]=2[NH2:21])[O:7][C@H:6]1[CH:24]1[CH2:26][CH2:25]1)(=[O:3])[CH3:2], predict the reactants needed to synthesize it. The reactants are: [C:1]([O:4][C@H:5]1[C@H:10]([O:11][C:12](=[O:14])[CH3:13])[CH2:9][C@H:8]([C:15]2[CH:20]=[CH:19][N:18]=[CH:17][C:16]=2[N+:21]([O-])=O)[O:7][C@@H:6]1[CH:24]1[CH2:26][CH2:25]1)(=[O:3])[CH3:2]. (2) Given the product [Cl:1][C:2]1[CH:3]=[C:4]([C:9]2([C:22]([F:23])([F:25])[F:24])[O:13][N:12]=[C:11]([C:14]3[S:18][C:17]([CH3:19])=[C:16]([CH2:20][NH2:21])[CH:15]=3)[CH2:10]2)[CH:5]=[C:6]([Cl:8])[CH:7]=1, predict the reactants needed to synthesize it. The reactants are: [Cl:1][C:2]1[CH:3]=[C:4]([C:9]2([C:22]([F:25])([F:24])[F:23])[O:13][N:12]=[C:11]([C:14]3[S:18][C:17]([CH3:19])=[C:16]([C:20]#[N:21])[CH:15]=3)[CH2:10]2)[CH:5]=[C:6]([Cl:8])[CH:7]=1.Cl.